Dataset: CYP3A4 inhibition data for predicting drug metabolism from PubChem BioAssay. Task: Regression/Classification. Given a drug SMILES string, predict its absorption, distribution, metabolism, or excretion properties. Task type varies by dataset: regression for continuous measurements (e.g., permeability, clearance, half-life) or binary classification for categorical outcomes (e.g., BBB penetration, CYP inhibition). Dataset: cyp3a4_veith. The molecule is CCN[C@]1(c2cccs2)CCCCC1=O. The result is 0 (non-inhibitor).